Task: Predict the product of the given reaction.. Dataset: Forward reaction prediction with 1.9M reactions from USPTO patents (1976-2016) (1) Given the reactants Br[C:2]1[C:3]2[N:4]([N:8]=[C:9]([Cl:11])[N:10]=2)[CH:5]=[CH:6][CH:7]=1.[CH3:12][S:13]([C:16]1[CH:21]=[CH:20][CH:19]=[CH:18][C:17]=1[NH2:22])(=[O:15])=[O:14].Cl.CC1(C)C2C=CC=C(P(C3C=CC=CC=3)C3C=CC=CC=3)C=2OC2C1=CC=CC=2P(C1C=CC=CC=1)C1C=CC=CC=1, predict the reaction product. The product is: [Cl:11][C:9]1[N:10]=[C:3]2[C:2]([NH:22][C:17]3[CH:18]=[CH:19][CH:20]=[CH:21][C:16]=3[S:13]([CH3:12])(=[O:15])=[O:14])=[CH:7][CH:6]=[CH:5][N:4]2[N:8]=1. (2) Given the reactants [OH:1][C@@:2]1([CH:15]=[CH2:16])[CH2:6][CH2:5][N:4](C(OC(C)(C)C)=O)[C@H:3]1[CH3:14].FC(F)(F)C(O)=O, predict the reaction product. The product is: [CH3:14][C@H:3]1[C@@:2]([CH:15]=[CH2:16])([OH:1])[CH2:6][CH2:5][NH:4]1. (3) Given the reactants [CH2:1]([O:5][CH2:6][CH2:7][O:8][C:9]1[CH:14]=[CH:13][C:12]([C:15]2[CH:16]=[CH:17][C:18]3[N:24]([CH2:25][CH:26]([CH3:28])[CH3:27])[CH2:23][CH2:22][C:21]([C:29]([NH:31][C:32]4[CH:37]=[CH:36][C:35]([S:38][CH2:39][C:40]5[N:44]([CH2:45][CH:46]6[CH2:48][CH2:47]6)[CH:43]=[N:42][CH:41]=5)=[CH:34][CH:33]=4)=[O:30])=[CH:20][C:19]=3[CH:49]=2)=[CH:11][CH:10]=1)[CH2:2][CH2:3][CH3:4].ClC1C=CC=C(C(OO)=[O:58])C=1.CSC.O, predict the reaction product. The product is: [CH2:1]([O:5][CH2:6][CH2:7][O:8][C:9]1[CH:10]=[CH:11][C:12]([C:15]2[CH:16]=[CH:17][C:18]3[N:24]([CH2:25][CH:26]([CH3:27])[CH3:28])[CH2:23][CH2:22][C:21]([C:29]([NH:31][C:32]4[CH:33]=[CH:34][C:35]([S:38]([CH2:39][C:40]5[N:44]([CH2:45][CH:46]6[CH2:48][CH2:47]6)[CH:43]=[N:42][CH:41]=5)=[O:58])=[CH:36][CH:37]=4)=[O:30])=[CH:20][C:19]=3[CH:49]=2)=[CH:13][CH:14]=1)[CH2:2][CH2:3][CH3:4]. (4) Given the reactants OC(C(F)(F)F)=O.[NH2:8][C:9]1[NH:13][C:12](=[C:14]2[C:27]3[C:26]4[C:21](=[C:22]([N+:28]([O-])=O)[CH:23]=[CH:24][CH:25]=4)[NH:20][C:19]=3[C:18](=[O:31])[NH:17][CH2:16][CH2:15]2)[C:11](=[O:32])[N:10]=1, predict the reaction product. The product is: [NH2:28][C:22]1[CH:23]=[CH:24][CH:25]=[C:26]2[C:21]=1[NH:20][C:19]1[C:18](=[O:31])[NH:17][CH2:16][CH2:15][C:14](=[C:12]3[C:11](=[O:32])[N:10]=[C:9]([NH2:8])[NH:13]3)[C:27]2=1. (5) Given the reactants [NH2:1][C:2]1[N:7]=[CH:6][C:5]([C:8]2[NH:12][C:11]([C@H:13]3[N:21]4[C:16](=[CH:17][C:18]([C:23]5[CH:28]=[C:27]([CH3:29])[CH:26]=[CH:25][C:24]=5[N:30]5[CH:34]=[C:33]([Cl:35])[N:32]=[N:31]5)=[CH:19][C:20]4=[O:22])[CH2:15][CH2:14]3)=[N:10][CH:9]=2)=[CH:4][CH:3]=1.Cl[C:37]([O:39][CH2:40][CH2:41][O:42][CH3:43])=[O:38], predict the reaction product. The product is: [CH3:43][O:42][CH2:41][CH2:40][O:39][C:37](=[O:38])[NH:1][C:2]1[CH:3]=[CH:4][C:5]([C:8]2[NH:12][C:11]([C@H:13]3[N:21]4[C:16](=[CH:17][C:18]([C:23]5[CH:28]=[C:27]([CH3:29])[CH:26]=[CH:25][C:24]=5[N:30]5[CH:34]=[C:33]([Cl:35])[N:32]=[N:31]5)=[CH:19][C:20]4=[O:22])[CH2:15][CH2:14]3)=[N:10][CH:9]=2)=[CH:6][N:7]=1. (6) The product is: [O:41]=[C:37]1[CH2:36][CH2:35][C:34]2[C:39](=[CH:40][C:31]([NH:30][C:2]3[C:3]4[NH:20][N:19]=[CH:18][C:4]=4[N:5]=[C:6]([C:8]4[CH:9]=[CH:10][C:11]([C:12]([O:14][CH3:15])=[O:13])=[CH:16][CH:17]=4)[N:7]=3)=[CH:32][CH:33]=2)[NH:38]1. Given the reactants Cl[C:2]1[C:3]2[C:4](=[CH:18][N:19](CC3C=CC(OC)=CC=3)[N:20]=2)[N:5]=[C:6]([C:8]2[CH:17]=[CH:16][C:11]([C:12]([O:14][CH3:15])=[O:13])=[CH:10][CH:9]=2)[N:7]=1.[NH2:30][C:31]1[CH:40]=[C:39]2[C:34]([CH2:35][CH2:36][C:37](=[O:41])[NH:38]2)=[CH:33][CH:32]=1.Cl, predict the reaction product. (7) Given the reactants [CH:1]1([CH2:4][O:5][C:6]2[CH:11]=[CH:10][C:9]([C:12]3[O:13][C:14]4[CH:19]=[C:18]([O:20][CH2:21][C@@H:22]([NH:24][C:25](=[O:31])OC(C)(C)C)[CH3:23])[N:17]=[CH:16][C:15]=4[N:32]=3)=[CH:8][CH:7]=2)[CH2:3][CH2:2]1.Cl.[CH3:34]O, predict the reaction product. The product is: [CH:1]1([CH2:4][O:5][C:6]2[CH:11]=[CH:10][C:9]([C:12]3[O:13][C:14]4[CH:19]=[C:18]([O:20][CH2:21][C@@H:22]([NH:24][C:25](=[O:31])[CH3:34])[CH3:23])[N:17]=[CH:16][C:15]=4[N:32]=3)=[CH:8][CH:7]=2)[CH2:2][CH2:3]1. (8) The product is: [Cl:1][C:2]1[CH:3]=[C:4]([C:8]2[N:13]=[CH:12][C:11]([O:14][CH2:15][CH:16]3[CH2:21][CH2:20][N:19]([CH3:22])[CH2:18][CH2:17]3)=[CH:10][N:9]=2)[CH:5]=[CH:6][CH:7]=1. Given the reactants [Cl:1][C:2]1[CH:3]=[C:4]([C:8]2[N:13]=[CH:12][C:11]([O:14][CH2:15][CH:16]3[CH2:21][CH2:20][N:19]([C:22](OC(C)(C)C)=O)[CH2:18][CH2:17]3)=[CH:10][N:9]=2)[CH:5]=[CH:6][CH:7]=1.CC(C[AlH]CC(C)C)C.O.O.O.O.O.O.O.O.O.O.S([O-])([O-])(=O)=O.[Na+].[Na+], predict the reaction product. (9) The product is: [C:1]([O:5][C:6](=[O:26])[NH:7][CH2:8][C:9](=[O:25])[NH:10][C:11]1[CH:16]=[CH:15][CH:14]=[C:13]([CH2:17][NH2:18])[CH:12]=1)([CH3:4])([CH3:2])[CH3:3]. Given the reactants [C:1]([O:5][C:6](=[O:26])[NH:7][CH2:8][C:9](=[O:25])[NH:10][C:11]1[CH:16]=[CH:15][CH:14]=[C:13]([CH2:17][NH:18]C(=O)C(F)(F)F)[CH:12]=1)([CH3:4])([CH3:3])[CH3:2].[OH-].[Na+], predict the reaction product.